From a dataset of TCR-epitope binding with 47,182 pairs between 192 epitopes and 23,139 TCRs. Binary Classification. Given a T-cell receptor sequence (or CDR3 region) and an epitope sequence, predict whether binding occurs between them. (1) The epitope is KTSVDCTMYI. Result: 0 (the TCR does not bind to the epitope). The TCR CDR3 sequence is CSVGNSGYQETQYF. (2) The epitope is TPQDLNTML. The TCR CDR3 sequence is CASSSPGGSDSPLHF. Result: 0 (the TCR does not bind to the epitope). (3) The epitope is GTSGSPIIDK. The TCR CDR3 sequence is CASSVGASNYGYTF. Result: 0 (the TCR does not bind to the epitope). (4) The epitope is NYSGVVTTVMF. The TCR CDR3 sequence is CASSQPGLGFYNEQFF. Result: 1 (the TCR binds to the epitope). (5) The epitope is TLDSKTQSL. The TCR CDR3 sequence is CASSSVDRTILGGYTF. Result: 1 (the TCR binds to the epitope). (6) The epitope is PROT_97E67BCC. The TCR CDR3 sequence is CASHRTYTDTQYF. Result: 1 (the TCR binds to the epitope). (7) The epitope is TPINLVRDL. The TCR CDR3 sequence is CASRWTGTDTQYF. Result: 1 (the TCR binds to the epitope).